This data is from NCI-60 drug combinations with 297,098 pairs across 59 cell lines. The task is: Regression. Given two drug SMILES strings and cell line genomic features, predict the synergy score measuring deviation from expected non-interaction effect. (1) Drug 1: CCC1(CC2CC(C3=C(CCN(C2)C1)C4=CC=CC=C4N3)(C5=C(C=C6C(=C5)C78CCN9C7C(C=CC9)(C(C(C8N6C)(C(=O)OC)O)OC(=O)C)CC)OC)C(=O)OC)O. Drug 2: C1=CC=C(C=C1)NC(=O)CCCCCCC(=O)NO. Cell line: SW-620. Synergy scores: CSS=69.0, Synergy_ZIP=0.617, Synergy_Bliss=-1.61, Synergy_Loewe=-7.94, Synergy_HSA=-1.31. (2) Drug 1: CC(C1=C(C=CC(=C1Cl)F)Cl)OC2=C(N=CC(=C2)C3=CN(N=C3)C4CCNCC4)N. Drug 2: CCCCCOC(=O)NC1=NC(=O)N(C=C1F)C2C(C(C(O2)C)O)O. Cell line: COLO 205. Synergy scores: CSS=0.446, Synergy_ZIP=-1.92, Synergy_Bliss=-1.37, Synergy_Loewe=-18.5, Synergy_HSA=-5.51. (3) Drug 1: C1=CC(=CC=C1C#N)C(C2=CC=C(C=C2)C#N)N3C=NC=N3. Synergy scores: CSS=24.5, Synergy_ZIP=-3.52, Synergy_Bliss=4.28, Synergy_Loewe=-1.24, Synergy_HSA=2.30. Drug 2: C1CN1C2=NC(=NC(=N2)N3CC3)N4CC4. Cell line: HT29. (4) Drug 1: CC12CCC(CC1=CCC3C2CCC4(C3CC=C4C5=CN=CC=C5)C)O. Drug 2: CCCCCOC(=O)NC1=NC(=O)N(C=C1F)C2C(C(C(O2)C)O)O. Cell line: KM12. Synergy scores: CSS=6.37, Synergy_ZIP=-4.78, Synergy_Bliss=-5.67, Synergy_Loewe=-17.4, Synergy_HSA=-7.63. (5) Synergy scores: CSS=2.28, Synergy_ZIP=-3.00, Synergy_Bliss=-10.3, Synergy_Loewe=-13.0, Synergy_HSA=-8.80. Drug 1: CC1=C(C(CCC1)(C)C)C=CC(=CC=CC(=CC(=O)O)C)C. Cell line: K-562. Drug 2: C(CC(=O)O)C(=O)CN.Cl. (6) Drug 1: CC1C(C(CC(O1)OC2CC(CC3=C2C(=C4C(=C3O)C(=O)C5=C(C4=O)C(=CC=C5)OC)O)(C(=O)C)O)N)O.Cl. Drug 2: CN(C(=O)NC(C=O)C(C(C(CO)O)O)O)N=O. Cell line: TK-10. Synergy scores: CSS=7.41, Synergy_ZIP=-4.21, Synergy_Bliss=-2.98, Synergy_Loewe=-17.0, Synergy_HSA=-3.91. (7) Drug 1: C1CCC(C1)C(CC#N)N2C=C(C=N2)C3=C4C=CNC4=NC=N3. Drug 2: CCCCCOC(=O)NC1=NC(=O)N(C=C1F)C2C(C(C(O2)C)O)O. Cell line: OVCAR-4. Synergy scores: CSS=-2.87, Synergy_ZIP=0.179, Synergy_Bliss=-2.72, Synergy_Loewe=-2.93, Synergy_HSA=-3.78. (8) Drug 1: CC1CCC2CC(C(=CC=CC=CC(CC(C(=O)C(C(C(=CC(C(=O)CC(OC(=O)C3CCCCN3C(=O)C(=O)C1(O2)O)C(C)CC4CCC(C(C4)OC)OCCO)C)C)O)OC)C)C)C)OC. Drug 2: CN(C(=O)NC(C=O)C(C(C(CO)O)O)O)N=O. Cell line: MCF7. Synergy scores: CSS=-1.02, Synergy_ZIP=1.07, Synergy_Bliss=1.76, Synergy_Loewe=-0.899, Synergy_HSA=-0.268. (9) Drug 1: C1=CN(C(=O)N=C1N)C2C(C(C(O2)CO)O)O.Cl. Drug 2: CC(C)(C#N)C1=CC(=CC(=C1)CN2C=NC=N2)C(C)(C)C#N. Cell line: CCRF-CEM. Synergy scores: CSS=69.9, Synergy_ZIP=4.50, Synergy_Bliss=4.56, Synergy_Loewe=-6.15, Synergy_HSA=3.62. (10) Drug 1: CCC1(CC2CC(C3=C(CCN(C2)C1)C4=CC=CC=C4N3)(C5=C(C=C6C(=C5)C78CCN9C7C(C=CC9)(C(C(C8N6C=O)(C(=O)OC)O)OC(=O)C)CC)OC)C(=O)OC)O.OS(=O)(=O)O. Drug 2: CCC1=C2CN3C(=CC4=C(C3=O)COC(=O)C4(CC)O)C2=NC5=C1C=C(C=C5)O. Cell line: ACHN. Synergy scores: CSS=54.3, Synergy_ZIP=4.60, Synergy_Bliss=6.54, Synergy_Loewe=-31.4, Synergy_HSA=5.35.